From a dataset of Forward reaction prediction with 1.9M reactions from USPTO patents (1976-2016). Predict the product of the given reaction. (1) Given the reactants [CH2:1]([O:3][Si:4]([O:11][CH2:12][CH3:13])([O:8][CH2:9][CH3:10])[O:5][CH2:6][CH3:7])[CH3:2].[O-:14]CC.[Ge+2:17].[O-]CC.CN1CCCN(C)CCN(C)CCCN(C)CC1, predict the reaction product. The product is: [CH3:7][CH2:6][O:5][Si:4]([O:3][CH2:1][CH3:2])([O:8][CH2:9][CH3:10])[O:11][CH2:12][CH3:13].[Ge:17]=[O:14]. (2) The product is: [Br:1][C:2]1[C:3]([O:9][CH3:10])=[N:4][C:5]([N:15]2[CH2:16][C:13]([CH3:12])([OH:17])[CH2:14]2)=[N:6][CH:7]=1. Given the reactants [Br:1][C:2]1[C:3]([O:9][CH3:10])=[N:4][C:5](Cl)=[N:6][CH:7]=1.Cl.[CH3:12][C:13]1([OH:17])[CH2:16][NH:15][CH2:14]1.CCN(CC)CC, predict the reaction product.